From a dataset of Reaction yield outcomes from USPTO patents with 853,638 reactions. Predict the reaction yield, written as a fraction of the theoretical maximum amount of product (1.0 means a 100% yield; for example, 0.34 means a 34% yield). (1) The reactants are Br[CH:2]1[CH2:8][CH2:7][O:6][C:5]2[CH:9]=[C:10]([N:13]3[CH2:17][CH:16]([CH2:18][NH:19][C:20](=[O:22])[CH3:21])[O:15][C:14]3=[O:23])[CH:11]=[CH:12][C:4]=2[C:3]1=O.[C:25]([NH2:28])(=[S:27])[CH3:26].C(OCC)(=O)C. The catalyst is CN(C=O)C. The product is [CH3:26][C:25]1[S:27][C:2]2[CH2:8][CH2:7][O:6][C:5]3[CH:9]=[C:10]([N:13]4[CH2:17][CH:16]([CH2:18][NH:19][C:20](=[O:22])[CH3:21])[O:15][C:14]4=[O:23])[CH:11]=[CH:12][C:4]=3[C:3]=2[N:28]=1. The yield is 0.190. (2) The reactants are [O:1]1[CH2:5][CH2:4][CH:3]([C:6]([OH:8])=O)[CH2:2]1.F[P-](F)(F)(F)(F)F.N1(O[P+](N2CCCC2)(N2CCCC2)N2CCCC2)C2C=CC=CC=2N=N1.ON1C2C=CC=CC=2N=N1.[CH3:52][N:53]1[C:57]([CH3:58])=[C:56]([CH2:59][N:60]2[CH2:65][CH2:64][N:63]([C:66]3[C:71]([C:72]4[CH:79]=[CH:78][C:75]([CH2:76][NH2:77])=[CH:74][CH:73]=4)=[N:70][CH:69]=[CH:68][N:67]=3)[CH2:62][CH2:61]2)[CH:55]=[N:54]1.C(N(C(C)C)CC)(C)C. The catalyst is C(Cl)Cl. The product is [CH3:52][N:53]1[C:57]([CH3:58])=[C:56]([CH2:59][N:60]2[CH2:61][CH2:62][N:63]([C:66]3[C:71]([C:72]4[CH:73]=[CH:74][C:75]([CH2:76][NH:77][C:6]([CH:3]5[CH2:4][CH2:5][O:1][CH2:2]5)=[O:8])=[CH:78][CH:79]=4)=[N:70][CH:69]=[CH:68][N:67]=3)[CH2:64][CH2:65]2)[CH:55]=[N:54]1. The yield is 0.390. (3) The reactants are [Br:1][C:2]1[CH:3]=[C:4]([C@H:8](O)[CH3:9])[CH:5]=[N:6][CH:7]=1.C1(P([N:25]=[N+:26]=[N-:27])(C2C=CC=CC=2)=O)C=CC=CC=1.N12CCCN=C1CCCCC2. The catalyst is O1CCCC1.C(OCC)(=O)C.O. The product is [N:25]([C@H:8]([C:4]1[CH:5]=[N:6][CH:7]=[C:2]([Br:1])[CH:3]=1)[CH3:9])=[N+:26]=[N-:27]. The yield is 0.750. (4) The catalyst is C1COCC1.C(Cl)(Cl)Cl. The yield is 0.345. The product is [CH3:20][CH:19]([CH3:21])[C:18]([NH:17][C:13]1[CH:14]=[CH:15][CH:16]=[C:11]([CH:8]2[CH2:9][CH2:10][N:5]([CH2:4][CH2:3][C@@H:2]([O:1][C:33]3[CH:34]=[CH:35][CH:36]=[CH:37][C:32]=3[N+:29]([O-:31])=[O:30])[C:23]3[CH:24]=[CH:25][CH:26]=[CH:27][CH:28]=3)[CH2:6][CH2:7]2)[CH:12]=1)=[O:22]. The reactants are [OH:1][C@H:2]([C:23]1[CH:28]=[CH:27][CH:26]=[CH:25][CH:24]=1)[CH2:3][CH2:4][N:5]1[CH2:10][CH2:9][CH:8]([C:11]2[CH:12]=[C:13]([NH:17][C:18](=[O:22])[CH:19]([CH3:21])[CH3:20])[CH:14]=[CH:15][CH:16]=2)[CH2:7][CH2:6]1.[N+:29]([C:32]1[CH:37]=[CH:36][CH:35]=[CH:34][C:33]=1O)([O-:31])=[O:30].C1(P(C2C=CC=CC=2)C2C=CC=CC=2)C=CC=CC=1.N(C(OCC)=O)=NC(OCC)=O.N. (5) The reactants are Cl.[NH:2]1[CH2:5][CH:4]([OH:6])[CH2:3]1.C(N(CC)CC)C.Cl[C:15]([O:17][CH2:18][C:19]1[CH:24]=[CH:23][CH:22]=[CH:21][CH:20]=1)=[O:16]. The catalyst is O1CCCC1.O. The product is [OH:6][CH:4]1[CH2:5][N:2]([C:15]([O:17][CH2:18][C:19]2[CH:24]=[CH:23][CH:22]=[CH:21][CH:20]=2)=[O:16])[CH2:3]1. The yield is 0.330. (6) The reactants are [Cl:1][C:2]1[CH:3]=[C:4]2[C:8](=[CH:9][CH:10]=1)[N:7]([C:11]1[CH:16]=[CH:15][CH:14]=[C:13]([C:17]([F:20])([F:19])[F:18])[CH:12]=1)[C:6]([CH:21]([NH:28][C:29]1[CH:34]=[CH:33][C:32]([C:35]([N:37]([CH3:45])[CH2:38][CH2:39][C:40]([O:42]CC)=[O:41])=[O:36])=[CH:31][CH:30]=1)[CH2:22][CH2:23][CH2:24][CH2:25][CH2:26][CH3:27])=[CH:5]2.O1CCCC1.[OH-].[Na+]. The catalyst is C(O)C. The product is [Cl:1][C:2]1[CH:3]=[C:4]2[C:8](=[CH:9][CH:10]=1)[N:7]([C:11]1[CH:16]=[CH:15][CH:14]=[C:13]([C:17]([F:20])([F:19])[F:18])[CH:12]=1)[C:6]([CH:21]([NH:28][C:29]1[CH:30]=[CH:31][C:32]([C:35]([N:37]([CH3:45])[CH2:38][CH2:39][C:40]([OH:42])=[O:41])=[O:36])=[CH:33][CH:34]=1)[CH2:22][CH2:23][CH2:24][CH2:25][CH2:26][CH3:27])=[CH:5]2. The yield is 0.920. (7) The reactants are [CH:1]1([N:7]([CH:19]2[CH2:24][CH2:23][CH2:22][CH2:21][CH2:20]2)[C:8](=[O:18])[NH:9][C:10]2[S:11][C:12]([C:15](O)=[O:16])=[CH:13][N:14]=2)[CH2:6][CH2:5][CH2:4][CH2:3][CH2:2]1.[N:25]1([C:31](=[O:39])[CH2:32][N:33]2[CH2:38][CH2:37][NH:36][CH2:35][CH2:34]2)[CH2:30][CH2:29][O:28][CH2:27][CH2:26]1.CN(C(ON1N=NC2C=CC=CC1=2)=[N+](C)C)C.F[P-](F)(F)(F)(F)F.CCN(C(C)C)C(C)C. The catalyst is CCOC(C)=O.CN(C=O)C. The product is [CH:19]1([N:7]([CH:1]2[CH2:6][CH2:5][CH2:4][CH2:3][CH2:2]2)[C:8]([NH:9][C:10]2[S:11][C:12]([C:15]([N:36]3[CH2:37][CH2:38][N:33]([CH2:32][C:31]([N:25]4[CH2:26][CH2:27][O:28][CH2:29][CH2:30]4)=[O:39])[CH2:34][CH2:35]3)=[O:16])=[CH:13][N:14]=2)=[O:18])[CH2:24][CH2:23][CH2:22][CH2:21][CH2:20]1. The yield is 0.310. (8) The reactants are [NH2:1][C:2]1[C:7]([C:8]#[N:9])=[C:6]([C:10]2[CH:15]=[CH:14][CH:13]=[CH:12][CH:11]=2)[N:5]=[C:4]([NH2:16])[CH:3]=1.[O:17]([C:19]1[CH:24]=[CH:23][C:22]([O:25][CH3:26])=[CH:21][C:20]=1[CH2:27][C:28](Cl)=[O:29])[CH3:18].N1C=CC=CC=1. The catalyst is C(Cl)Cl. The product is [NH2:1][C:2]1[C:7]([C:8]#[N:9])=[C:6]([C:10]2[CH:15]=[CH:14][CH:13]=[CH:12][CH:11]=2)[N:5]=[C:4]([NH:16][C:28](=[O:29])[CH2:27][C:20]2[CH:21]=[C:22]([O:25][CH3:26])[CH:23]=[CH:24][C:19]=2[O:17][CH3:18])[CH:3]=1. The yield is 0.120. (9) The reactants are O=[C:2]1[CH2:8][CH2:7][N:6]([C:9]([O:11][C:12]([CH3:15])([CH3:14])[CH3:13])=[O:10])[CH2:5][CH2:4][NH:3]1.F[B-](F)(F)F.[CH3:21][O+](C)C.[NH2:25][NH2:26]. The catalyst is ClCCl. The product is [C:12]([O:11][C:9]([N:6]1[CH2:7][CH2:8][C:2]2[N:3]([CH:21]=[N:25][N:26]=2)[CH2:4][CH2:5]1)=[O:10])([CH3:15])([CH3:14])[CH3:13]. The yield is 0.610. (10) The reactants are Cl.[NH:2]1[CH2:6][CH2:5][CH:4]([OH:7])[CH2:3]1.[Br:8][C:9]1[CH:10]=[C:11]([N:15]2[C:23]3[C:18](=[CH:19][C:20]([CH2:24]Cl)=[CH:21][CH:22]=3)[C:17]([C:26]([O:28][CH3:29])=[O:27])=[N:16]2)[CH:12]=[CH:13][CH:14]=1.C(N(CC)CC)C. The catalyst is ClCCl. The product is [Br:8][C:9]1[CH:10]=[C:11]([N:15]2[C:23]3[C:18](=[CH:19][C:20]([CH2:24][N:2]4[CH2:6][CH2:5][CH:4]([OH:7])[CH2:3]4)=[CH:21][CH:22]=3)[C:17]([C:26]([O:28][CH3:29])=[O:27])=[N:16]2)[CH:12]=[CH:13][CH:14]=1. The yield is 0.710.